This data is from Forward reaction prediction with 1.9M reactions from USPTO patents (1976-2016). The task is: Predict the product of the given reaction. (1) Given the reactants [Br:1][C:2]1[C:3]([N:16]2[CH2:20][CH2:19][C@@H:18]([NH:21]C(=O)OC(C)(C)C)[CH2:17]2)=[C:4]2[C:10]([NH:11][C:12](=[O:15])[CH2:13][OH:14])=[CH:9][NH:8][C:5]2=[N:6][CH:7]=1.C(O)(C(F)(F)F)=O.C(Cl)[Cl:37], predict the reaction product. The product is: [ClH:37].[NH2:21][C@@H:18]1[CH2:19][CH2:20][N:16]([C:3]2[C:2]([Br:1])=[CH:7][N:6]=[C:5]3[NH:8][CH:9]=[C:10]([NH:11][C:12](=[O:15])[CH2:13][OH:14])[C:4]=23)[CH2:17]1. (2) Given the reactants Cl.[NH2:2][C@@H:3]([CH2:24][CH:25]1[CH2:30][CH2:29][CH2:28][CH2:27][CH2:26]1)[C:4]([NH:6][C@H:7]1[CH2:13][CH2:12][CH2:11][N:10]([S:14]([C:17]2[CH:22]=[CH:21][CH:20]=[CH:19][N:18]=2)(=[O:16])=[O:15])[CH2:9][C@@H:8]1[OH:23])=[O:5].[CH3:31][C:32]1[S:33][C:34]([C:38](O)=[O:39])=[C:35]([CH3:37])[N:36]=1.CC(OI1(OC(C)=O)(OC(C)=O)OC(=O)C2C=CC=CC1=2)=O, predict the reaction product. The product is: [CH:25]1([CH2:24][C@H:3]([NH:2][C:38]([C:34]2[S:33][C:32]([CH3:31])=[N:36][C:35]=2[CH3:37])=[O:39])[C:4](=[O:5])[NH:6][C@H:7]2[CH2:13][CH2:12][CH2:11][N:10]([S:14]([C:17]3[CH:22]=[CH:21][CH:20]=[CH:19][N:18]=3)(=[O:15])=[O:16])[CH2:9][C:8]2=[O:23])[CH2:30][CH2:29][CH2:28][CH2:27][CH2:26]1. (3) Given the reactants [F:1][C:2]1[CH:7]=[CH:6][CH:5]=[CH:4][C:3]=1/[C:8](=[N:11]/[S@@:12]([C:14]([CH3:17])([CH3:16])[CH3:15])=[O:13])/[CH2:9][CH3:10].Br[C:19]([F:26])([F:25])[C:20]([O:22][CH2:23][CH3:24])=[O:21], predict the reaction product. The product is: [CH2:23]([O:22][C:20](=[O:21])[C:19]([F:26])([F:25])[C@@:8]([C:3]1[CH:4]=[CH:5][CH:6]=[CH:7][C:2]=1[F:1])([NH:11][S@@:12]([C:14]([CH3:16])([CH3:17])[CH3:15])=[O:13])[CH2:9][CH3:10])[CH3:24]. (4) Given the reactants [Cl:1][C:2]1[CH:7]=[C:6]([N:8]2[CH2:13][CH2:12][O:11][CH2:10][CH2:9]2)[N:5]=[C:4]([NH2:14])[N:3]=1.Cl.[C:16](Cl)(=[O:23])[C:17]1[CH:22]=[CH:21][CH:20]=[N:19][CH:18]=1.C(N(CC)CC)C, predict the reaction product. The product is: [Cl:1][C:2]1[CH:7]=[C:6]([N:8]2[CH2:9][CH2:10][O:11][CH2:12][CH2:13]2)[N:5]=[C:4]([NH:14][C:16](=[O:23])[C:17]2[CH:22]=[CH:21][CH:20]=[N:19][CH:18]=2)[N:3]=1. (5) Given the reactants [N+:1]([C:4]1[CH:5]=[C:6]([CH2:10][C:11]#[N:12])[CH:7]=[CH:8][CH:9]=1)([O-:3])=[O:2].CO[CH:15]([N:18]([CH3:20])[CH3:19])OC.CCCCCC, predict the reaction product. The product is: [CH3:19][N:18]([CH3:20])/[CH:15]=[C:10](/[C:6]1[CH:7]=[CH:8][CH:9]=[C:4]([N+:1]([O-:3])=[O:2])[CH:5]=1)\[C:11]#[N:12]. (6) Given the reactants [Cl:1][C:2]1[C:9]([OH:10])=[C:8]([O:11][CH3:12])[CH:7]=[CH:6][C:3]=1[CH:4]=[O:5].[CH3:13][O:14][CH2:15]Cl.[H-].[Na+].CN(C)C=O, predict the reaction product. The product is: [Cl:1][C:2]1[C:9]([O:10][CH2:13][O:14][CH3:15])=[C:8]([O:11][CH3:12])[CH:7]=[CH:6][C:3]=1[CH:4]=[O:5]. (7) Given the reactants [H-].[Na+].[C:3](#[N:5])[CH3:4].C[O:7][C:8]([C:10]1[O:11][C:12]([C:15]#[N:16])=[CH:13][CH:14]=1)=O.Cl, predict the reaction product. The product is: [C:3]([CH2:4][C:8]([C:10]1[O:11][C:12]([C:15]#[N:16])=[CH:13][CH:14]=1)=[O:7])#[N:5]. (8) Given the reactants [CH3:1][O:2][C:3]([CH3:8])([CH3:7])[CH2:4][CH2:5][OH:6].[CH2:9](Cl)[CH:10]=[CH2:11], predict the reaction product. The product is: [CH3:1][O:2][C:3]([CH3:8])([CH3:7])[CH2:4][CH2:5][O:6][CH2:11][CH:10]=[CH2:9]. (9) Given the reactants [NH2:1][C@H:2]1[CH2:7][CH2:6][CH2:5][CH2:4][C@H:3]1[NH:8][C:9]1[N:14]=[C:13]([NH:15][C:16]2[CH:21]=[CH:20][CH:19]=[C:18]([C:22]3[CH2:23][CH2:24][O:25][CH2:26][CH:27]=3)[CH:17]=2)[C:12]([C:28]([NH2:30])=[O:29])=[CH:11][N:10]=1, predict the reaction product. The product is: [NH2:1][C@H:2]1[CH2:7][CH2:6][CH2:5][CH2:4][C@H:3]1[NH:8][C:9]1[N:14]=[C:13]([NH:15][C:16]2[CH:21]=[CH:20][CH:19]=[C:18]([CH:22]3[CH2:23][CH2:24][O:25][CH2:26][CH2:27]3)[CH:17]=2)[C:12]([C:28]([NH2:30])=[O:29])=[CH:11][N:10]=1. (10) Given the reactants Cl.[CH2:2]1[CH2:6][O:5][C:4]2[CH:7]=[CH:8][C:9]3[CH2:10][CH2:11][C@@H:12]([CH2:14][CH2:15][NH2:16])[C:13]=3[C:3]1=2.O.[OH-].[Na+].[C:20](Cl)(=[O:23])[CH2:21][CH3:22], predict the reaction product. The product is: [CH2:2]1[CH2:6][O:5][C:4]2[CH:7]=[CH:8][C:9]3[CH2:10][CH2:11][C@@H:12]([CH2:14][CH2:15][NH:16][C:20](=[O:23])[CH2:21][CH3:22])[C:13]=3[C:3]1=2.